Dataset: Catalyst prediction with 721,799 reactions and 888 catalyst types from USPTO. Task: Predict which catalyst facilitates the given reaction. Reactant: [C@H:1]12[CH2:7][C@H:4]([NH:5][CH2:6]1)[CH2:3][N:2]2[C:8]1[N:13]=[CH:12][C:11]([C:14]2[N:19]3[N:20]=[C:21]([C:23]4[CH:28]=[CH:27][N:26]=[CH:25][CH:24]=4)[CH:22]=[C:18]3[N:17]=[CH:16][CH:15]=2)=[CH:10][CH:9]=1.C=O.[C:31](O)(=O)C.C(O[BH-](OC(=O)C)OC(=O)C)(=O)C.[Na+]. Product: [CH3:31][N:5]1[CH2:6][C@@H:1]2[CH2:7][C@H:4]1[CH2:3][N:2]2[C:8]1[N:13]=[CH:12][C:11]([C:14]2[N:19]3[N:20]=[C:21]([C:23]4[CH:24]=[CH:25][N:26]=[CH:27][CH:28]=4)[CH:22]=[C:18]3[N:17]=[CH:16][CH:15]=2)=[CH:10][CH:9]=1. The catalyst class is: 3.